This data is from Forward reaction prediction with 1.9M reactions from USPTO patents (1976-2016). The task is: Predict the product of the given reaction. (1) Given the reactants [CH:1]([C:3]1[CH:8]=[CH:7][C:6](B(O)O)=[CH:5][CH:4]=1)=[O:2].Br[C:13]1[S:14][CH:15]=[CH:16][N:17]=1.C([O-])([O-])=O.[Na+].[Na+], predict the reaction product. The product is: [S:14]1[CH:15]=[CH:16][N:17]=[C:13]1[C:6]1[CH:7]=[CH:8][C:3]([CH:1]=[O:2])=[CH:4][CH:5]=1. (2) Given the reactants C(O[BH-](OC(=O)C)OC(=O)C)(=O)C.[Na+].[CH3:15][NH:16][CH3:17].[Cl:18][C:19]1[CH:20]=[CH:21][C:22]([O:42][CH2:43][C:44]2[CH:49]=[CH:48][CH:47]=[CH:46][CH:45]=2)=[C:23]([CH2:25][C:26]2[O:30][C:29]([C:31]3[NH:35][C:34]4[CH:36]=[CH:37][C:38]([CH:40]=O)=[CH:39][C:33]=4[N:32]=3)=[CH:28][CH:27]=2)[CH:24]=1, predict the reaction product. The product is: [ClH:18].[ClH:18].[Cl:18][C:19]1[CH:20]=[CH:21][C:22]([O:42][CH2:43][C:44]2[CH:49]=[CH:48][CH:47]=[CH:46][CH:45]=2)=[C:23]([CH2:25][C:26]2[O:30][C:29]([C:31]3[NH:35][C:34]4[CH:36]=[CH:37][C:38]([CH2:40][N:16]([CH3:17])[CH3:15])=[CH:39][C:33]=4[N:32]=3)=[CH:28][CH:27]=2)[CH:24]=1.